Dataset: Forward reaction prediction with 1.9M reactions from USPTO patents (1976-2016). Task: Predict the product of the given reaction. (1) Given the reactants [NH2:1][C:2]1[CH:27]=[CH:26][CH:25]=[CH:24][C:3]=1[CH2:4][C:5]1[C:13]2[C:12](=[O:14])[CH2:11][C:10]([CH3:16])([CH3:15])[CH2:9][C:8]=2[N:7]([CH2:17][C:18]([O:20][CH2:21][CH3:22])=[O:19])[C:6]=1[CH3:23].N1C=CC=CC=1.[C:34]1([CH3:44])[CH:39]=[CH:38][C:37]([S:40](Cl)(=[O:42])=[O:41])=[CH:36][CH:35]=1.O, predict the reaction product. The product is: [CH3:23][C:6]1[N:7]([CH2:17][C:18]([O:20][CH2:21][CH3:22])=[O:19])[C:8]2[CH2:9][C:10]([CH3:16])([CH3:15])[CH2:11][C:12](=[O:14])[C:13]=2[C:5]=1[CH2:4][C:3]1[CH:24]=[CH:25][CH:26]=[CH:27][C:2]=1[NH:1][S:40]([C:37]1[CH:38]=[CH:39][C:34]([CH3:44])=[CH:35][CH:36]=1)(=[O:42])=[O:41]. (2) The product is: [Cl:15][C:3]1[CH:4]=[CH:5][C:6]([NH:8][C:9](=[O:14])[C:10]([CH3:11])([CH3:13])[CH3:12])=[N:7][C:2]=1[Cl:1]. Given the reactants [Cl:1][C:2]1[N:7]=[C:6]([NH:8][C:9](=[O:14])[C:10]([CH3:13])([CH3:12])[CH3:11])[CH:5]=[CH:4][CH:3]=1.[Cl:15]N1C(=O)CCC1=O, predict the reaction product. (3) Given the reactants [H-].[Na+].[C:3]([O:10][CH3:11])(=[O:9])[CH2:4][C:5]([O:7][CH3:8])=[O:6].[CH3:12][C:13]1[O:14][C:15]2[CH:21]=[CH:20][C:19]([N:22]=[C:23]=S)=[CH:18][C:16]=2[CH:17]=1.[NH2:25][C@H:26]1[CH2:32][CH2:31][CH2:30][CH2:29][N:28]([CH2:33][C:34]([N:36]2[CH2:40][CH2:39][CH2:38][CH2:37]2)=[O:35])[C:27]1=[O:41], predict the reaction product. The product is: [CH3:8][O:7][C:5](=[O:6])[C:4](=[C:23]([NH:25][C@H:26]1[CH2:32][CH2:31][CH2:30][CH2:29][N:28]([CH2:33][C:34](=[O:35])[N:36]2[CH2:37][CH2:38][CH2:39][CH2:40]2)[C:27]1=[O:41])[NH:22][C:19]1[CH:20]=[CH:21][C:15]2[O:14][C:13]([CH3:12])=[CH:17][C:16]=2[CH:18]=1)[C:3]([O:10][CH3:11])=[O:9]. (4) The product is: [Cl:28][C:22]1[CH:23]=[C:24]([F:27])[CH:25]=[CH:26][C:21]=1[C:5]1[N:4]=[C:3]([N:30]2[CH2:35][CH2:34][CH2:33][CH:32]([NH:36][C:37]3[N:42]=[CH:41][C:40]([C:43]#[N:44])=[CH:39][CH:38]=3)[CH2:31]2)[N:8]2[N:9]=[C:10]([CH:12]3[CH2:17][CH2:16][N:15]([CH:18]([CH3:20])[CH3:19])[CH2:14][CH2:13]3)[N:11]=[C:7]2[CH:6]=1. Given the reactants Cl.Cl[C:3]1[N:8]2[N:9]=[C:10]([CH:12]3[CH2:17][CH2:16][N:15]([CH:18]([CH3:20])[CH3:19])[CH2:14][CH2:13]3)[N:11]=[C:7]2[CH:6]=[C:5]([C:21]2[CH:26]=[CH:25][C:24]([F:27])=[CH:23][C:22]=2[Cl:28])[N:4]=1.Cl.[NH:30]1[CH2:35][CH2:34][CH2:33][CH:32]([NH:36][C:37]2[N:42]=[CH:41][C:40]([C:43]#[N:44])=[CH:39][CH:38]=2)[CH2:31]1.C(N(CC)C(C)C)(C)C, predict the reaction product. (5) Given the reactants [F:1][C:2]1[CH:7]=[CH:6][CH:5]=[CH:4][C:3]=1[CH2:8][O:9][C:10]1[CH:11]=[C:12]([C@H:16]2[CH2:20][CH2:19][C@:18]3([CH2:24][CH2:23][N:22]([CH3:25])[C:21]3=[O:26])[N:17]2C(OC(C)(C)C)=O)[CH:13]=[CH:14][CH:15]=1.C([Cl:37])(C)=O, predict the reaction product. The product is: [ClH:37].[F:1][C:2]1[CH:7]=[CH:6][CH:5]=[CH:4][C:3]=1[CH2:8][O:9][C:10]1[CH:11]=[C:12]([C@H:16]2[CH2:20][CH2:19][C@:18]3([CH2:24][CH2:23][N:22]([CH3:25])[C:21]3=[O:26])[NH:17]2)[CH:13]=[CH:14][CH:15]=1. (6) The product is: [CH3:19][O:20][C:21]1[CH:22]=[C:23]([C:2]2[CH:3]=[C:4]([N:8]3[CH2:16][CH:15]4[CH2:17][N:11]5[CH2:12][CH:13]([CH2:18][CH:9]3[CH2:10]5)[CH2:14]4)[CH:5]=[N:6][CH:7]=2)[CH:24]=[CH:25][C:26]=1[O:27][CH3:28]. Given the reactants Br[C:2]1[CH:3]=[C:4]([N:8]2[CH2:16][CH:15]3[CH2:17][N:11]4[CH2:12][CH:13]([CH2:18][CH:9]2[CH2:10]4)[CH2:14]3)[CH:5]=[N:6][CH:7]=1.[CH3:19][O:20][C:21]1[CH:22]=[C:23](B(O)O)[CH:24]=[CH:25][C:26]=1[O:27][CH3:28], predict the reaction product.